From a dataset of Reaction yield outcomes from USPTO patents with 853,638 reactions. Predict the reaction yield, written as a fraction of the theoretical maximum amount of product (1.0 means a 100% yield; for example, 0.34 means a 34% yield). (1) The product is [C:16]1([C@@H:14]2[CH2:15][C@H:13]2[NH:5][CH2:6][CH:7]2[CH2:8][CH2:9][N:10]([S:36]([C:30]3[CH:35]=[CH:34][CH:33]=[CH:32][CH:31]=3)(=[O:38])=[O:37])[CH2:11][CH2:12]2)[CH:17]=[CH:18][CH:19]=[CH:20][CH:21]=1. The yield is 0.0837. The reactants are FC(F)(F)C([N:5]([C@@H:13]1[CH2:15][C@H:14]1[C:16]1[CH:21]=[CH:20][CH:19]=[CH:18][CH:17]=1)[CH2:6][CH:7]1[CH2:12][CH2:11][NH:10][CH2:9][CH2:8]1)=O.N1C=CC=CC=1.[C:30]1([S:36](Cl)(=[O:38])=[O:37])[CH:35]=[CH:34][CH:33]=[CH:32][CH:31]=1.[NH4+].[Cl-]. The catalyst is C(Cl)(Cl)Cl. (2) The reactants are [CH3:1][O:2][C@@H:3]1[CH2:8][CH2:7][C@H:6]([N:9]2[C:18]3[C:13](=[N:14][CH:15]=[C:16]([C:19]4[C:20]([CH3:36])=[N:21][C:22]([C:25]5[N:29](C6CCCCO6)[CH:28]=[N:27][N:26]=5)=[CH:23][CH:24]=4)[N:17]=3)[NH:12][C:11](=[O:37])[CH2:10]2)[CH2:5][CH2:4]1. The catalyst is C(O)C.Cl. The product is [CH3:1][O:2][C@@H:3]1[CH2:8][CH2:7][C@H:6]([N:9]2[C:18]3[C:13](=[N:14][CH:15]=[C:16]([C:19]4[C:20]([CH3:36])=[N:21][C:22]([C:25]5[NH:29][CH:28]=[N:27][N:26]=5)=[CH:23][CH:24]=4)[N:17]=3)[NH:12][C:11](=[O:37])[CH2:10]2)[CH2:5][CH2:4]1. The yield is 0.170.